This data is from Forward reaction prediction with 1.9M reactions from USPTO patents (1976-2016). The task is: Predict the product of the given reaction. Given the reactants C([O:5][C:6](=O)[NH:7][C@H:8]([C:10](=O)[NH:11][C:12]1[CH:17]=[CH:16][C:15]([F:18])=[CH:14][C:13]=1[NH:19][C:20]1[CH:21]=[N:22][CH:23]=[CH:24][CH:25]=1)[CH3:9])(C)(C)C.[CH3:28]C(O)=O, predict the reaction product. The product is: [F:18][C:15]1[CH:16]=[CH:17][C:12]2[N:11]=[C:10]([C@@H:8]([NH:7][C:6](=[O:5])[CH3:28])[CH3:9])[N:19]([C:20]3[CH:21]=[N:22][CH:23]=[CH:24][CH:25]=3)[C:13]=2[CH:14]=1.